This data is from Forward reaction prediction with 1.9M reactions from USPTO patents (1976-2016). The task is: Predict the product of the given reaction. (1) Given the reactants O[C:2]1[CH:10]=[CH:9][C:5]2O[CH2:7][O:8][C:4]=2[C:3]=1[CH:11]=[O:12].[C:13]([O-:16])([O-])=[O:14].[K+].[K+].[CH3:19]N(C)C=O, predict the reaction product. The product is: [CH2:7]([O:8][C:4]1[CH:5]=[CH:9][C:10]2[O:14][CH2:13][O:16][C:2]=2[C:3]=1[CH:11]=[O:12])[CH3:19]. (2) Given the reactants C([Mg]Br)C.C(NC(C)C)(C)C.[C:12]([O:15][C:16]([CH3:19])([CH3:18])[CH3:17])(=[O:14])[CH3:13].[CH2:20]([O:27][C:28]1[CH:35]=[C:34]2[C:31]([CH2:32][C:33]2([S:38][C:39]2[CH:44]=[CH:43][C:42]([Cl:45])=[CH:41][CH:40]=2)[C:36]#[N:37])=[CH:30][C:29]=1[O:46][CH3:47])[C:21]1[CH:26]=[CH:25][CH:24]=[CH:23][CH:22]=1, predict the reaction product. The product is: [C:16]([O:15][C:12](=[O:14])[CH:13]=[C:36]([NH2:37])[C:33]1([S:38][C:39]2[CH:40]=[CH:41][C:42]([Cl:45])=[CH:43][CH:44]=2)[CH2:32][C:31]2[C:34]1=[CH:35][C:28]([O:27][CH2:20][C:21]1[CH:22]=[CH:23][CH:24]=[CH:25][CH:26]=1)=[C:29]([O:46][CH3:47])[CH:30]=2)([CH3:19])([CH3:18])[CH3:17]. (3) Given the reactants [Cl:1][C:2]1[CH:27]=[CH:26][C:5]([CH2:6][NH:7][C:8]([C:10]2[C:19](=[O:20])[C:18]3[C:13]4=[C:14]([CH2:22][CH:23]([CH2:24][OH:25])[N:12]4[CH:11]=2)[CH:15]=[C:16](I)[CH:17]=3)=[O:9])=[CH:4][CH:3]=1.CN([CH:31]=[O:32])C.[CH2:33](N(CC)CC)[CH3:34], predict the reaction product. The product is: [Cl:1][C:2]1[CH:27]=[CH:26][C:5]([CH2:6][NH:7][C:8]([C:10]2[C:19](=[O:20])[C:18]3[C:13]4=[C:14]([CH2:22][CH:23]([CH2:24][OH:25])[N:12]4[CH:11]=2)[CH:15]=[C:16]([C:33]#[C:34][CH2:31][OH:32])[CH:17]=3)=[O:9])=[CH:4][CH:3]=1. (4) Given the reactants [C:1]1([CH:8]=[CH:7][CH:6]=[C:4]([OH:5])[CH:3]=1)[OH:2].Br[CH2:10][CH:11]1[CH2:13][CH2:12]1.C(=O)([O-])[O-].[K+].[K+], predict the reaction product. The product is: [CH:11]1([CH2:10][O:2][C:1]2[CH:3]=[C:4]([OH:5])[CH:6]=[CH:7][CH:8]=2)[CH2:13][CH2:12]1.